Predict the reactants needed to synthesize the given product. From a dataset of Full USPTO retrosynthesis dataset with 1.9M reactions from patents (1976-2016). (1) Given the product [CH2:21]([N:28]1[C:36]2[C:31](=[C:32]([NH:37][C:12]([C:9]3[N:6]4[CH:7]=[CH:8][C:3]([C:1]#[N:2])=[CH:4][C:5]4=[N:11][CH:10]=3)=[O:14])[CH:33]=[CH:34][CH:35]=2)[CH:30]=[N:29]1)[C:22]1[CH:23]=[CH:24][CH:25]=[CH:26][CH:27]=1, predict the reactants needed to synthesize it. The reactants are: [C:1]([C:3]1[CH:8]=[CH:7][N:6]2[C:9]([C:12]([OH:14])=O)=[CH:10][N:11]=[C:5]2[CH:4]=1)#[N:2].C(Cl)(=O)C(Cl)=O.[CH2:21]([N:28]1[C:36]2[CH:35]=[CH:34][CH:33]=[C:32]([NH2:37])[C:31]=2[CH:30]=[N:29]1)[C:22]1[CH:27]=[CH:26][CH:25]=[CH:24][CH:23]=1.CCN(C(C)C)C(C)C. (2) Given the product [Cl:17][C:18]1[CH:24]=[CH:23][C:21]([NH:22][C:2]2[CH:7]=[C:6]([C:8]3[CH:13]=[C:12]([Cl:14])[CH:11]=[CH:10][C:9]=3[Cl:15])[N:5]=[C:4]([NH2:16])[N:3]=2)=[CH:20][CH:19]=1, predict the reactants needed to synthesize it. The reactants are: Cl[C:2]1[CH:7]=[C:6]([C:8]2[CH:13]=[C:12]([Cl:14])[CH:11]=[CH:10][C:9]=2[Cl:15])[N:5]=[C:4]([NH2:16])[N:3]=1.[Cl:17][C:18]1[CH:24]=[CH:23][C:21]([NH2:22])=[CH:20][CH:19]=1.